From a dataset of Forward reaction prediction with 1.9M reactions from USPTO patents (1976-2016). Predict the product of the given reaction. (1) Given the reactants C1(C(C2C=CC=CC=2)[N:8]2[C:16]3[C:11](=[CH:12][CH:13]=[CH:14][CH:15]=3)[C:10]3([C:20]4[CH:21]=[CH:22][C:23]([O:25][C:26]([F:29])([F:28])[F:27])=[CH:24][C:19]=4[O:18][CH2:17]3)[C:9]2=[O:30])C=CC=CC=1.[H][H], predict the reaction product. The product is: [F:29][C:26]([F:27])([F:28])[O:25][C:23]1[CH:22]=[CH:21][C:20]2[C:10]3([CH2:17][O:18][C:19]=2[CH:24]=1)[C:11]1[C:16](=[CH:15][CH:14]=[CH:13][CH:12]=1)[NH:8][C:9]3=[O:30]. (2) Given the reactants [CH:1]1([C@H:5]([O:7][C:8](=[O:23])[NH:9][C:10]2[C:11]([CH3:22])=[N:12][O:13][C:14]=2[C:15]2[CH:20]=[CH:19][C:18](Br)=[CH:17][CH:16]=2)[CH3:6])[CH2:4][CH2:3][CH2:2]1.[CH2:24]([O:26][C:27]([C:29]1([C:32]2[CH:37]=[CH:36][C:35](B3OC(C)(C)C(C)(C)O3)=[CH:34][CH:33]=2)[CH2:31][CH2:30]1)=[O:28])[CH3:25], predict the reaction product. The product is: [CH2:24]([O:26][C:27]([C:29]1([C:32]2[CH:37]=[CH:36][C:35]([C:18]3[CH:19]=[CH:20][C:15]([C:14]4[O:13][N:12]=[C:11]([CH3:22])[C:10]=4[NH:9][C:8]([O:7][C@@H:5]([CH:1]4[CH2:4][CH2:3][CH2:2]4)[CH3:6])=[O:23])=[CH:16][CH:17]=3)=[CH:34][CH:33]=2)[CH2:30][CH2:31]1)=[O:28])[CH3:25].